Task: Predict the product of the given reaction.. Dataset: Forward reaction prediction with 1.9M reactions from USPTO patents (1976-2016) (1) Given the reactants [N:1]1([C:13]([O:15][C:16]([CH3:19])([CH3:18])[CH3:17])=[O:14])[CH2:5][CH2:4][CH2:3][C@H:2]1[C:6]([O:8][C:9]([CH3:12])([CH3:11])[CH3:10])=[O:7].[CH3:20][OH:21], predict the reaction product. The product is: [CH3:20][O:21][CH:5]1[N:1]([C:13]([O:15][C:16]([CH3:19])([CH3:18])[CH3:17])=[O:14])[C@H:2]([C:6]([O:8][C:9]([CH3:11])([CH3:12])[CH3:10])=[O:7])[CH2:3][CH2:4]1. (2) Given the reactants [CH2:1]([O:3][C:4](=[O:22])[CH:5]([O:13][C:14]1[CH:19]=[CH:18][CH:17]=[C:16]([O:20][CH3:21])[CH:15]=1)[C:6](=O)[C:7]([O:9][CH2:10][CH3:11])=[O:8])[CH3:2].S(=O)(=O)(O)O, predict the reaction product. The product is: [CH2:1]([O:3][C:4]([C:5]1[O:13][C:14]2[CH:15]=[C:16]([O:20][CH3:21])[CH:17]=[CH:18][C:19]=2[C:6]=1[C:7]([O:9][CH2:10][CH3:11])=[O:8])=[O:22])[CH3:2]. (3) The product is: [CH2:34]([N:41]([CH2:42][CH3:43])[C:8](/[N:10]=[C:11]1\[S:12][C:13]([CH3:26])=[CH:14][N:15]\1[C:16]1[CH:17]=[CH:18][C:19]([C:22]([F:25])([F:23])[F:24])=[CH:20][CH:21]=1)=[O:9])[C:35]1[CH:40]=[CH:39][CH:38]=[CH:37][CH:36]=1. Given the reactants [I-].C[N+]1C=CN([C:8](/[N:10]=[C:11]2\[S:12][C:13]([CH3:26])=[CH:14][N:15]\2[C:16]2[CH:21]=[CH:20][C:19]([C:22]([F:25])([F:24])[F:23])=[CH:18][CH:17]=2)=[O:9])C=1.C(NC(C)C)(C)C.[CH2:34]([NH:41][CH2:42][CH3:43])[C:35]1[CH:40]=[CH:39][CH:38]=[CH:37][CH:36]=1, predict the reaction product. (4) Given the reactants [CH3:1][C:2]1[N:6]([CH2:7][C:8]2[C:17]3[C:12](=[CH:13][CH:14]=[CH:15][CH:16]=3)[CH:11]=[CH:10][CH:9]=2)[N:5]=[C:4]([C:18]([O:20]CC)=[O:19])[CH:3]=1.[OH-].[Na+], predict the reaction product. The product is: [CH3:1][C:2]1[N:6]([CH2:7][C:8]2[C:17]3[C:12](=[CH:13][CH:14]=[CH:15][CH:16]=3)[CH:11]=[CH:10][CH:9]=2)[N:5]=[C:4]([C:18]([OH:20])=[O:19])[CH:3]=1.